This data is from Reaction yield outcomes from USPTO patents with 853,638 reactions. The task is: Predict the reaction yield, written as a fraction of the theoretical maximum amount of product (1.0 means a 100% yield; for example, 0.34 means a 34% yield). (1) The reactants are [CH:1]1[C:13]2[N:12]([C:14](=[O:23])[CH2:15][C@@H:16]([CH2:20][CH2:21][CH3:22])[C:17](O)=[O:18])[C:11]3[C:6](=[CH:7][CH:8]=[CH:9][CH:10]=3)[C:5]=2[CH:4]=[CH:3][CH:2]=1.[C:24]([O:28][C:29](=[O:37])[CH2:30][CH:31]([NH2:36])[CH:32]([OH:35])[CH2:33][F:34])([CH3:27])([CH3:26])[CH3:25].C1C=CC2N(O)N=NC=2C=1.C(Cl)CCl. The catalyst is CN(C1C=CN=CC=1)C.C1COCC1. The product is [C:24]([O:28][C:29](=[O:37])[CH2:30][CH:31]([NH:36][C:17](=[O:18])[CH:16]([CH2:15][C:14]([N:12]1[C:11]2[CH:10]=[CH:9][CH:8]=[CH:7][C:6]=2[C:5]2[C:13]1=[CH:1][CH:2]=[CH:3][CH:4]=2)=[O:23])[CH2:20][CH2:21][CH3:22])[CH:32]([OH:35])[CH2:33][F:34])([CH3:27])([CH3:25])[CH3:26]. The yield is 0.530. (2) The reactants are Br[C:2]1[CH:7]=[CH:6][C:5]([O:8][CH:9]2[CH2:11][CH2:10]2)=[CH:4][CH:3]=1.C([O-])(=O)C.[K+].[CH3:17][C:18]1([CH3:34])[C:22]([CH3:24])([CH3:23])[O:21][B:20]([B:20]2[O:21][C:22]([CH3:24])([CH3:23])[C:18]([CH3:34])([CH3:17])[O:19]2)[O:19]1. The catalyst is CS(C)=O.O.C(OCC)C.C1C=CC(P(C2C=CC=CC=2)[C-]2C=CC=C2)=CC=1.C1C=CC(P(C2C=CC=CC=2)[C-]2C=CC=C2)=CC=1.Cl[Pd]Cl.[Fe+2]. The product is [CH:9]1([O:8][C:5]2[CH:6]=[CH:7][C:2]([B:20]3[O:21][C:22]([CH3:24])([CH3:23])[C:18]([CH3:34])([CH3:17])[O:19]3)=[CH:3][CH:4]=2)[CH2:11][CH2:10]1. The yield is 0.360. (3) The reactants are Br[CH:2]=[C:3]1[C:9]2[CH:10]=[CH:11][C:12]([F:14])=[CH:13][C:8]=2[CH2:7][O:6][C:5]2[CH:15]=[C:16]([F:19])[CH:17]=[CH:18][C:4]1=2.[N:20]1([CH2:26][CH2:27][N:28]2[C:32]3[CH:33]=[CH:34][C:35](B4OC(C)(C)C(C)(C)O4)=[CH:36][C:31]=3[NH:30][C:29]2=[O:46])[CH2:25][CH2:24][O:23][CH2:22][CH2:21]1.C([O-])([O-])=O.[Na+].[Na+]. The catalyst is C1C=CC([P]([Pd]([P](C2C=CC=CC=2)(C2C=CC=CC=2)C2C=CC=CC=2)([P](C2C=CC=CC=2)(C2C=CC=CC=2)C2C=CC=CC=2)[P](C2C=CC=CC=2)(C2C=CC=CC=2)C2C=CC=CC=2)(C2C=CC=CC=2)C2C=CC=CC=2)=CC=1.O1CCOCC1. The product is [F:19][C:16]1[CH:17]=[CH:18][C:4]2[C:3](=[CH:2][C:35]3[CH:34]=[CH:33][C:32]4[N:28]([CH2:27][CH2:26][N:20]5[CH2:21][CH2:22][O:23][CH2:24][CH2:25]5)[C:29](=[O:46])[NH:30][C:31]=4[CH:36]=3)[C:9]3[CH:10]=[CH:11][C:12]([F:14])=[CH:13][C:8]=3[CH2:7][O:6][C:5]=2[CH:15]=1. The yield is 0.780.